Dataset: Catalyst prediction with 721,799 reactions and 888 catalyst types from USPTO. Task: Predict which catalyst facilitates the given reaction. (1) Reactant: [Si:1]([O:8][CH2:9][C:10]1[N:15]=[CH:14][C:13]2[N:16]=[CH:17][NH:18][C:12]=2[CH:11]=1)([C:4]([CH3:7])([CH3:6])[CH3:5])([CH3:3])[CH3:2].CC1(C)CCCC(C)(C)N1.Cl[C:30]1([C:36]([O:38][CH3:39])=[O:37])[C:34](=[O:35])[CH:33]=[CH:32][S:31]1. Product: [Si:1]([O:8][CH2:9][C:10]1[N:15]=[CH:14][C:13]2[N:16]=[CH:17][N:18]([C:32]3[S:31][C:30]([C:36]([O:38][CH3:39])=[O:37])=[C:34]([OH:35])[CH:33]=3)[C:12]=2[CH:11]=1)([C:4]([CH3:7])([CH3:5])[CH3:6])([CH3:3])[CH3:2]. The catalyst class is: 526. (2) Reactant: [Br-].[N:2]1[CH:7]=[CH:6][CH:5]=[CH:4][C:3]=1[Zn+].Br[C:10]1[CH:17]=[CH:16][CH:15]=[C:14]([F:18])[C:11]=1[C:12]#[N:13].C1(P(C2CCCCC2)C2C=CC=CC=2C2C(C(C)C)=CC(C(C)C)=CC=2C(C)C)CCCCC1. Product: [F:18][C:14]1[CH:15]=[CH:16][CH:17]=[C:10]([C:3]2[CH:4]=[CH:5][CH:6]=[CH:7][N:2]=2)[C:11]=1[C:12]#[N:13]. The catalyst class is: 54. (3) Reactant: Cl.CO[CH:4]([O:21]C)[CH2:5][NH:6][C:7]([C:9]1[NH:10][C:11]2[C:16]([CH:17]=1)=[CH:15][C:14]([N+:18]([O-:20])=[O:19])=[CH:13][CH:12]=2)=[O:8]. Product: [OH:21][CH:4]1[N:10]2[C:11]3[CH:12]=[CH:13][C:14]([N+:18]([O-:20])=[O:19])=[CH:15][C:16]=3[CH:17]=[C:9]2[C:7](=[O:8])[NH:6][CH2:5]1. The catalyst class is: 21. (4) Reactant: Br[C:2]1[CH:21]=[CH:20][C:5]2[C:6]([CH3:19])=[C:7]([C:9]([C:11]3[CH:16]=[CH:15][C:14]([Cl:17])=[CH:13][C:12]=3[Cl:18])=[O:10])[O:8][C:4]=2[CH:3]=1.[CH3:22][C:23]1[CH:24]=[C:25](B(O)O)[CH:26]=[CH:27][CH:28]=1.ClCCl.C([O-])([O-])=O.[Na+].[Na+]. Product: [Cl:18][C:12]1[CH:13]=[C:14]([Cl:17])[CH:15]=[CH:16][C:11]=1[C:9]([C:7]1[O:8][C:4]2[CH:3]=[C:2]([C:27]3[CH:28]=[C:23]([CH3:22])[CH:24]=[CH:25][CH:26]=3)[CH:21]=[CH:20][C:5]=2[C:6]=1[CH3:19])=[O:10]. The catalyst class is: 234. (5) Reactant: N#N.[NH:3]1[C:7]2[CH:8]=[CH:9][CH:10]=[CH:11][C:6]=2[N:5]=[C:4]1[C@@H:12]([NH2:22])[CH2:13][C:14]1[CH:19]=[CH:18][C:17]([O:20][CH3:21])=[CH:16][CH:15]=1.[C:23](N1C=CN=C1)(N1C=CN=C1)=[O:24].O. Product: [CH3:21][O:20][C:17]1[CH:18]=[CH:19][C:14]([CH2:13][C@H:12]2[C:4]3=[N:5][C:6]4[CH:11]=[CH:10][CH:9]=[CH:8][C:7]=4[N:3]3[C:23](=[O:24])[NH:22]2)=[CH:15][CH:16]=1. The catalyst class is: 1. (6) Reactant: [Br:1][C:2]1[CH:3]=[C:4]([N+:12]([O-])=O)[C:5]([CH3:11])=[C:6]([CH:10]=1)C(O)=O.CN([CH:18]([O:21]C)[O:19][CH3:20])C.[CH3:23]N(C=O)C. Product: [Br:1][C:2]1[CH:10]=[C:6]([C:18]([O:19][CH3:20])=[O:21])[C:5]2[CH:11]=[CH:23][NH:12][C:4]=2[CH:3]=1. The catalyst class is: 180. (7) Reactant: [Br:1][C:2]1[CH:3]=[C:4]([CH2:8][N:9](C(OC(C)(C)C)=O)C(OC(C)(C)C)=O)[CH:5]=[N:6][CH:7]=1.FC(F)(F)C(O)=O.ClCCl. Product: [Br:1][C:2]1[CH:3]=[C:4]([CH2:8][NH2:9])[CH:5]=[N:6][CH:7]=1. The catalyst class is: 5. (8) Reactant: [H-].[Na+].[Br:3][C:4]1[CH:9]=[C:8]([F:10])[CH:7]=[CH:6][C:5]=1[CH:11]([NH:13][C:14](=[O:20])[O:15][C:16]([CH3:19])([CH3:18])[CH3:17])[CH3:12].[CH3:21]I. Product: [Br:3][C:4]1[CH:9]=[C:8]([F:10])[CH:7]=[CH:6][C:5]=1[CH:11]([N:13]([CH3:21])[C:14](=[O:20])[O:15][C:16]([CH3:19])([CH3:18])[CH3:17])[CH3:12]. The catalyst class is: 39.